From a dataset of Full USPTO retrosynthesis dataset with 1.9M reactions from patents (1976-2016). Predict the reactants needed to synthesize the given product. The reactants are: N#N.[C:3]([O:7][C:8]([NH:10][CH:11]([CH2:15][C:16]1[CH:21]=[CH:20][C:19]([O:22][CH3:23])=[CH:18][C:17]=1[F:24])[C:12](O)=O)=[O:9])([CH3:6])([CH3:5])[CH3:4].C(N1CCOCC1)C.CN(C(ON1N=NC2C=CC=CC1=2)=[N+](C)C)C.[B-](F)(F)(F)F.[F:55][C:56]1[CH:57]=[C:58]([NH2:63])[C:59]([NH2:62])=[CH:60][CH:61]=1. Given the product [F:55][C:56]1[CH:61]=[CH:60][C:59]2[NH:62][C:12]([CH:11]([NH:10][C:8](=[O:9])[O:7][C:3]([CH3:6])([CH3:5])[CH3:4])[CH2:15][C:16]3[CH:21]=[CH:20][C:19]([O:22][CH3:23])=[CH:18][C:17]=3[F:24])=[N:63][C:58]=2[CH:57]=1, predict the reactants needed to synthesize it.